Dataset: Forward reaction prediction with 1.9M reactions from USPTO patents (1976-2016). Task: Predict the product of the given reaction. Given the reactants [C:1]([O:4][C@H:5]1[C@H:10]([O:11][C:12](=[O:14])[CH3:13])[C@H:9]([O:15][C:16](=[O:18])[CH3:17])[C@@H:8](OC(=N)C(Cl)(Cl)Cl)[O:7][CH:6]1[CH2:26][O:27][C:28](=[O:30])[CH3:29])(=[O:3])[CH3:2].[Cl:31][C:32]1[CH:33]=[N:34][CH:35]=[C:36]([Cl:53])[C:37]=1[NH:38][C:39]1[C:48]2[C:43](=[C:44]([OH:51])[C:45]([O:49][CH3:50])=[CH:46][CH:47]=2)[O:42][C:41](=[O:52])[CH:40]=1, predict the reaction product. The product is: [C:1]([O:4][C@H:5]1[C@H:10]([O:11][C:12](=[O:14])[CH3:13])[C@@H:9]([O:15][C:16](=[O:18])[CH3:17])[C@H:8]([O:51][C:44]2[C:45]([O:49][CH3:50])=[CH:46][CH:47]=[C:48]3[C:43]=2[O:42][C:41](=[O:52])[CH:40]=[C:39]3[NH:38][C:37]2[C:36]([Cl:53])=[CH:35][N:34]=[CH:33][C:32]=2[Cl:31])[O:7][C@@H:6]1[CH2:26][O:27][C:28](=[O:30])[CH3:29])(=[O:3])[CH3:2].